This data is from Forward reaction prediction with 1.9M reactions from USPTO patents (1976-2016). The task is: Predict the product of the given reaction. (1) Given the reactants [N:1]1[C:8](Cl)=[N:7][C:5](Cl)=[N:4][C:2]=1Cl.[Cl-].[Al+3].[Cl-].[Cl-].[C:14]1([O:20][C:21]2[CH:26]=[CH:25][CH:24]=[CH:23][CH:22]=2)[CH:19]=[CH:18][CH:17]=[CH:16][CH:15]=1.[C:27]1([CH:34]=[CH:33][CH:32]=[C:30]([OH:31])[CH:29]=1)[OH:28], predict the reaction product. The product is: [OH:28][C:27]1[CH:29]=[C:30]([OH:31])[CH:32]=[CH:33][C:34]=1[C:2]1[N:4]=[C:5]([C:32]2[CH:33]=[CH:34][C:27]([OH:28])=[CH:29][C:30]=2[OH:31])[N:7]=[C:8]([C:24]2[CH:23]=[CH:22][C:21]([O:20][C:14]3[CH:15]=[CH:16][CH:17]=[CH:18][CH:19]=3)=[CH:26][CH:25]=2)[N:1]=1. (2) The product is: [C:1]([O:5][C:6]([N:8]1[CH2:13][CH2:12][CH:11]([NH:14][S:31]([C:26]2[CH:27]=[CH:28][CH:29]=[CH:30][C:25]=2[N+:22]([O-:24])=[O:23])(=[O:32])=[O:33])[CH2:10][CH2:9]1)=[O:7])([CH3:4])([CH3:2])[CH3:3]. Given the reactants [C:1]([O:5][C:6]([N:8]1[CH2:13][CH2:12][CH:11]([NH2:14])[CH2:10][CH2:9]1)=[O:7])([CH3:4])([CH3:3])[CH3:2].C(N(CC)CC)C.[N+:22]([C:25]1[CH:30]=[CH:29][CH:28]=[CH:27][C:26]=1[S:31](Cl)(=[O:33])=[O:32])([O-:24])=[O:23], predict the reaction product. (3) The product is: [F:1][C:2]1[CH:10]=[CH:9][C:8]([C:11]([F:12])([F:13])[F:14])=[CH:7][C:3]=1[C:4]([Cl:15])=[N:5][OH:6]. Given the reactants [F:1][C:2]1[CH:10]=[CH:9][C:8]([C:11]([F:14])([F:13])[F:12])=[CH:7][C:3]=1[CH:4]=[N:5][OH:6].[Cl:15]N1C(=O)CCC1=O, predict the reaction product. (4) The product is: [F:1][C:2]1[CH:3]=[CH:4][C:5]([C:8]2[O:12][N:11]=[C:10]([C:13](=[O:15])[CH3:14])[N:9]=2)=[CH:6][CH:7]=1. Given the reactants [F:1][C:2]1[CH:7]=[CH:6][C:5]([C:8]2[O:12][N:11]=[C:10]([CH:13]([OH:15])[CH3:14])[N:9]=2)=[CH:4][CH:3]=1.CC(OI1(OC(C)=O)(OC(C)=O)OC(=O)C2C=CC=CC1=2)=O, predict the reaction product. (5) Given the reactants [NH2:1][C:2]1[S:17][C:5]2[CH2:6][N:7]([C:10]([O:12][C:13]([CH3:16])([CH3:15])[CH3:14])=[O:11])[CH2:8][CH2:9][C:4]=2[C:3]=1[C:18]([O:20]CC)=[O:19].[OH-].[Na+], predict the reaction product. The product is: [NH2:1][C:2]1[S:17][C:5]2[CH2:6][N:7]([C:10]([O:12][C:13]([CH3:14])([CH3:15])[CH3:16])=[O:11])[CH2:8][CH2:9][C:4]=2[C:3]=1[C:18]([OH:20])=[O:19]. (6) Given the reactants [F:1][C:2]([F:7])([F:6])[C:3](O)=O.CS(O[CH:13]([C:35]1[CH:40]=C[C:38](C(F)(F)F)=[CH:37][CH:36]=1)[C:14]([N:16]1[CH2:21][CH2:20][N:19]2[CH2:22][C@H:23]([O:25][C:26]3[CH:31]=[N:30][C:29]([CH:32]4[CH2:34][CH2:33]4)=[CH:28][N:27]=3)[CH2:24][C@H:18]2[CH2:17]1)=[O:15])(=O)=O.[F:45][C:46]1([F:51])[CH2:50][CH2:49][NH:48][CH2:47]1.C(N)C, predict the reaction product. The product is: [CH:32]1([C:29]2[N:30]=[CH:31][C:26]([O:25][C@H:23]3[CH2:22][N:19]4[CH2:20][CH2:21][N:16]([C:14](=[O:15])[CH:13]([N:48]5[CH2:49][CH2:50][C:46]([F:51])([F:45])[CH2:47]5)[C:35]5[CH:36]=[CH:37][CH:38]=[C:3]([C:2]([F:7])([F:6])[F:1])[CH:40]=5)[CH2:17][C@@H:18]4[CH2:24]3)=[N:27][CH:28]=2)[CH2:33][CH2:34]1.